Dataset: Full USPTO retrosynthesis dataset with 1.9M reactions from patents (1976-2016). Task: Predict the reactants needed to synthesize the given product. (1) The reactants are: [C:1]1([CH3:18])[CH:6]=[CH:5][CH:4]=[C:3]([NH:7][CH2:8][CH2:9][C@@H:10]([C:12]2[CH:17]=[CH:16][CH:15]=[CH:14][CH:13]=2)[OH:11])[CH:2]=1.C(N(CC)CC)C.[C:26](=O)(OC(Cl)(Cl)Cl)[O:27]C(Cl)(Cl)Cl. Given the product [C:12]1([C@H:10]2[O:11][C:26](=[O:27])[N:7]([C:3]3[CH:2]=[C:1]([CH3:18])[CH:6]=[CH:5][CH:4]=3)[CH2:8][CH2:9]2)[CH:17]=[CH:16][CH:15]=[CH:14][CH:13]=1, predict the reactants needed to synthesize it. (2) Given the product [F:25][C:22]1[CH:21]=[CH:20][C:19]([CH2:17][C:15]2[CH:14]=[C:13]([C:26]3[CH:31]=[CH:30][CH:29]=[C:28]([C:32]([F:34])([F:33])[F:35])[CH:27]=3)[C:11]3[N:12]=[C:8]([NH2:7])[S:9][C:10]=3[CH:16]=2)=[CH:24][CH:23]=1, predict the reactants needed to synthesize it. The reactants are: C(OC(=O)[NH:7][C:8]1[S:9][C:10]2[CH:16]=[C:15]([CH:17]([C:19]3[CH:24]=[CH:23][C:22]([F:25])=[CH:21][CH:20]=3)O)[CH:14]=[C:13]([C:26]3[CH:31]=[CH:30][CH:29]=[C:28]([C:32]([F:35])([F:34])[F:33])[CH:27]=3)[C:11]=2[N:12]=1)(C)(C)C.[SiH](CC)(CC)CC. (3) Given the product [CH2:12]([O:14][C:15]([CH:17]1[CH2:18][CH2:19][N:20]([C:23]2[CH:28]=[CH:27][C:26]([C:29](=[O:44])[NH:30][C:31]3[CH:36]=[CH:35][C:34]([C:5]4[CH:6]=[CH:7][CH:8]=[C:3]([O:2][CH3:1])[CH:4]=4)=[C:33]([CH3:43])[CH:32]=3)=[CH:25][N:24]=2)[CH2:21][CH2:22]1)=[O:16])[CH3:13], predict the reactants needed to synthesize it. The reactants are: [CH3:1][O:2][C:3]1[CH:4]=[C:5](B(O)O)[CH:6]=[CH:7][CH:8]=1.[CH2:12]([O:14][C:15]([CH:17]1[CH2:22][CH2:21][N:20]([C:23]2[CH:28]=[CH:27][C:26]([C:29](=[O:44])[NH:30][C:31]3[CH:36]=[CH:35][C:34](C4C=CC=CC=4)=[C:33]([CH3:43])[CH:32]=3)=[CH:25][N:24]=2)[CH2:19][CH2:18]1)=[O:16])[CH3:13]. (4) Given the product [CH3:1][C:2]1[CH:14]=[C:13]([CH2:15][N:16]([S:42]([CH2:39][CH2:40][CH3:41])(=[O:44])=[O:43])[C:17]2[CH:18]=[C:19]([C:23]3[CH:24]=[CH:25][C:26]([C:29]([F:31])([F:30])[F:32])=[CH:27][CH:28]=3)[CH:20]=[CH:21][CH:22]=2)[CH:12]=[CH:11][C:3]=1[O:4][CH2:5][C:6]([O:8][CH2:9][CH3:10])=[O:7], predict the reactants needed to synthesize it. The reactants are: [CH3:1][C:2]1[CH:14]=[C:13]([CH2:15][NH:16][C:17]2[CH:18]=[C:19]([C:23]3[CH:28]=[CH:27][C:26]([C:29]([F:32])([F:31])[F:30])=[CH:25][CH:24]=3)[CH:20]=[CH:21][CH:22]=2)[CH:12]=[CH:11][C:3]=1[O:4][CH2:5][C:6]([O:8][CH2:9][CH3:10])=[O:7].N1C=CC=CC=1.[CH2:39]([S:42](Cl)(=[O:44])=[O:43])[CH2:40][CH3:41]. (5) Given the product [Cl:1][C:2]1[N:3]=[C:4]([N:13]2[CH2:18][CH2:17][O:16][CH2:15][CH2:14]2)[C:5]2[S:10][C:9]([CH2:11][N:27]3[CH2:28][CH2:29][CH:24]([N:23]([CH2:22][CH2:21][O:20][CH3:19])[CH3:30])[CH2:25][CH2:26]3)=[CH:8][C:6]=2[N:7]=1, predict the reactants needed to synthesize it. The reactants are: [Cl:1][C:2]1[N:3]=[C:4]([N:13]2[CH2:18][CH2:17][O:16][CH2:15][CH2:14]2)[C:5]2[S:10][C:9]([CH:11]=O)=[CH:8][C:6]=2[N:7]=1.[CH3:19][O:20][CH2:21][CH2:22][N:23]([CH3:30])[CH:24]1[CH2:29][CH2:28][NH:27][CH2:26][CH2:25]1. (6) Given the product [CH2:28]([N:23]1[C:22]([C:30]2[CH:35]=[N:34][C:33]([CH3:36])=[N:32][CH:31]=2)=[N:21][C:20]2[C:24]1=[N:25][CH:26]=[N:27][C:19]=2[O:1][CH:2]1[CH2:7][CH:6]2[N:8]([C:9]([O:11][C:12]([CH3:15])([CH3:14])[CH3:13])=[O:10])[CH:3]1[CH2:4][CH2:5]2)[CH3:29], predict the reactants needed to synthesize it. The reactants are: [OH:1][CH:2]1[CH2:7][CH:6]2[N:8]([C:9]([O:11][C:12]([CH3:15])([CH3:14])[CH3:13])=[O:10])[CH:3]1[CH2:4][CH2:5]2.[H-].[Na+].Cl[C:19]1[N:27]=[CH:26][N:25]=[C:24]2[C:20]=1[N:21]=[C:22]([C:30]1[CH:31]=[N:32][C:33]([CH3:36])=[N:34][CH:35]=1)[N:23]2[CH2:28][CH3:29].